Dataset: Full USPTO retrosynthesis dataset with 1.9M reactions from patents (1976-2016). Task: Predict the reactants needed to synthesize the given product. (1) Given the product [CH3:14][O:15][C:16]1[CH:23]=[CH:22][C:19]([C:20]2[O:13][C:8]3[CH:9]=[CH:10][CH:11]=[CH:12][C:7]=3[N:6]=2)=[CH:18][CH:17]=1, predict the reactants needed to synthesize it. The reactants are: C([O-])(=O)C.[Na+].[NH2:6][C:7]1[CH:12]=[CH:11][CH:10]=[CH:9][C:8]=1[OH:13].[CH3:14][O:15][C:16]1[CH:23]=[CH:22][C:19]([CH:20]=O)=[CH:18][CH:17]=1.C(OCC)(=O)C. (2) Given the product [Cl:1][C:2]1[C:3]2[N:4]([CH:12]=[C:13]([C:15]#[N:17])[N:14]=2)[CH:5]=[C:6]([C:8]([F:10])([F:11])[F:9])[CH:7]=1, predict the reactants needed to synthesize it. The reactants are: [Cl:1][C:2]1[C:3]2[N:4]([CH:12]=[C:13]([C:15]([NH2:17])=O)[N:14]=2)[CH:5]=[C:6]([C:8]([F:11])([F:10])[F:9])[CH:7]=1. (3) Given the product [CH:12]([Si:11]([CH:18]([CH3:20])[CH3:19])([CH:15]([CH3:17])[CH3:16])[N:8]1[C:6]2=[N:7][C:2]([N:34]3[CH2:39][CH2:38][O:37][CH2:36][CH2:35]3)=[CH:3][CH:4]=[C:5]2[CH:10]=[CH:9]1)([CH3:14])[CH3:13], predict the reactants needed to synthesize it. The reactants are: Br[C:2]1[N:7]=[C:6]2[N:8]([Si:11]([CH:18]([CH3:20])[CH3:19])([CH:15]([CH3:17])[CH3:16])[CH:12]([CH3:14])[CH3:13])[CH:9]=[CH:10][C:5]2=[CH:4][CH:3]=1.C(P(C(C)(C)C)C(C)(C)C)(C)(C)C.[NH:34]1[CH2:39][CH2:38][O:37][CH2:36][CH2:35]1.CC(C)([O-])C.[Na+].[Na+].[Cl-]. (4) Given the product [CH2:25]([O:32][C:33]([N:14]1[CH2:15][CH2:16][CH2:17][C@@H:12]([C:10](=[O:11])[NH:9][CH2:1][CH2:2][C:3]2[CH:4]=[CH:5][CH:6]=[CH:7][CH:8]=2)[NH:13]1)=[O:34])[C:26]1[CH:31]=[CH:30][CH:29]=[CH:28][CH:27]=1, predict the reactants needed to synthesize it. The reactants are: [CH2:1]([NH:9][C:10]([C@@H:12]1[CH2:17][CH2:16][CH2:15][NH:14][NH:13]1)=[O:11])[CH2:2][C:3]1[CH:8]=[CH:7][CH:6]=[CH:5][CH:4]=1.CCN(CC)CC.[CH2:25]([O:32][C:33](Cl)=[O:34])[C:26]1[CH:31]=[CH:30][CH:29]=[CH:28][CH:27]=1. (5) Given the product [CH3:10][C:9]([CH3:11])([CH3:12])[C:8]#[C:7][C:5]1[S:4][C:3]([C:13]([O:15][CH3:16])=[O:14])=[C:2]([NH:1][CH2:27][C:25]2[CH:24]=[N:23][N:22]([CH3:21])[CH:26]=2)[CH:6]=1, predict the reactants needed to synthesize it. The reactants are: [NH2:1][C:2]1[CH:6]=[C:5]([C:7]#[C:8][C:9]([CH3:12])([CH3:11])[CH3:10])[S:4][C:3]=1[C:13]([O:15][CH3:16])=[O:14].C(O)(=O)C.[CH3:21][N:22]1[CH:26]=[C:25]([CH:27]=O)[CH:24]=[N:23]1.C(O[BH-](OC(=O)C)OC(=O)C)(=O)C.[Na+].C([O-])(O)=O.[Na+].